The task is: Regression. Given two drug SMILES strings and cell line genomic features, predict the synergy score measuring deviation from expected non-interaction effect.. This data is from NCI-60 drug combinations with 297,098 pairs across 59 cell lines. Drug 1: C1=NC2=C(N1)C(=S)N=C(N2)N. Drug 2: CC1CCCC2(C(O2)CC(NC(=O)CC(C(C(=O)C(C1O)C)(C)C)O)C(=CC3=CSC(=N3)C)C)C. Cell line: MOLT-4. Synergy scores: CSS=32.1, Synergy_ZIP=-7.01, Synergy_Bliss=-11.4, Synergy_Loewe=-10.5, Synergy_HSA=-10.5.